This data is from Forward reaction prediction with 1.9M reactions from USPTO patents (1976-2016). The task is: Predict the product of the given reaction. (1) Given the reactants [Br:1][C:2]1[CH2:6][CH:5]([C:7]([NH:9][C:10]2[CH:15]=[CH:14][C:13]([Cl:16])=[CH:12][C:11]=2[C:17](=[O:24])[NH:18][CH:19]([CH:21]2[CH2:23][CH2:22]2)[CH3:20])=[O:8])[N:4]([C:25]2[C:30]([Cl:31])=[CH:29][CH:28]=[CH:27][N:26]=2)[N:3]=1.O1CCOCC1.ClC1C(=O)C(C#N)=C(C#N)C(=O)C=1Cl, predict the reaction product. The product is: [Br:1][C:2]1[CH:6]=[C:5]([C:7]([NH:9][C:10]2[CH:15]=[CH:14][C:13]([Cl:16])=[CH:12][C:11]=2[C:17](=[O:24])[NH:18][CH:19]([CH:21]2[CH2:23][CH2:22]2)[CH3:20])=[O:8])[N:4]([C:25]2[C:30]([Cl:31])=[CH:29][CH:28]=[CH:27][N:26]=2)[N:3]=1. (2) Given the reactants [CH3:1][CH:2]([CH3:31])[CH2:3][CH:4]([NH:11][C:12]([C:14]1[CH:19]=[CH:18][C:17]([N:20]2[CH2:23][C:22]([F:25])([F:24])[CH2:21]2)=[C:16]([O:26][CH2:27][CH:28]2[CH2:30][CH2:29]2)[N:15]=1)=[O:13])[C:5]1[N:6]=[N:7][CH:8]=[CH:9][CH:10]=1.[CH3:32]I.[H-].[Na+], predict the reaction product. The product is: [CH3:32][N:11]([CH:4]([C:5]1[N:6]=[N:7][CH:8]=[CH:9][CH:10]=1)[CH2:3][CH:2]([CH3:31])[CH3:1])[C:12]([C:14]1[CH:19]=[CH:18][C:17]([N:20]2[CH2:21][C:22]([F:25])([F:24])[CH2:23]2)=[C:16]([O:26][CH2:27][CH:28]2[CH2:30][CH2:29]2)[N:15]=1)=[O:13]. (3) Given the reactants [NH2:1][C:2]1[C:3]([O:16][CH3:17])=[CH:4][C:5]2[CH2:11][N:10]([CH2:12][CH3:13])[CH2:9][C:8](=[O:14])[NH:7][C:6]=2[CH:15]=1.Cl[C:19]1[N:24]=[C:23]([NH:25][C:26]2[CH:31]=[CH:30][CH:29]=[CH:28][C:27]=2[S:32]([CH:35]([CH3:37])[CH3:36])(=[O:34])=[O:33])[C:22]([Cl:38])=[CH:21][N:20]=1, predict the reaction product. The product is: [Cl:38][C:22]1[C:23]([NH:25][C:26]2[CH:31]=[CH:30][CH:29]=[CH:28][C:27]=2[S:32]([CH:35]([CH3:37])[CH3:36])(=[O:34])=[O:33])=[N:24][C:19]([NH:1][C:2]2[C:3]([O:16][CH3:17])=[CH:4][C:5]3[CH2:11][N:10]([CH2:12][CH3:13])[CH2:9][C:8](=[O:14])[NH:7][C:6]=3[CH:15]=2)=[N:20][CH:21]=1.